This data is from Full USPTO retrosynthesis dataset with 1.9M reactions from patents (1976-2016). The task is: Predict the reactants needed to synthesize the given product. (1) Given the product [O:9]1[CH:13]=[CH:12][CH:11]=[C:10]1[C:14]([N:16]=[C:17]=[S:18])=[O:15].[CH3:19][O:20][C:21]1[CH:22]=[C:23]2[C:28](=[CH:29][C:30]=1[O:31][CH3:32])[N:27]=[CH:26][CH:25]=[C:24]2[O:33][C:34]1[CH:35]=[CH:36][C:37]([NH:38][C:17]([NH:16][C:14]([C:10]2[O:9][CH:13]=[CH:12][CH:11]=2)=[O:15])=[S:18])=[CH:39][CH:40]=1, predict the reactants needed to synthesize it. The reactants are: O1C=CC=C1C(Cl)=O.[O:9]1[CH:13]=[CH:12][CH:11]=[C:10]1[C:14]([N:16]=[C:17]=[S:18])=[O:15].[CH3:19][O:20][C:21]1[CH:22]=[C:23]2[C:28](=[CH:29][C:30]=1[O:31][CH3:32])[N:27]=[CH:26][CH:25]=[C:24]2[O:33][C:34]1[CH:40]=[CH:39][C:37]([NH2:38])=[CH:36][CH:35]=1.C1(C)C=CC=CC=1. (2) Given the product [Cl:1][C:2]1[S:6][C:5]([NH:7][C:8](=[O:23])[N:9]([CH:10]2[CH2:15][CH2:14][N:13]([C:24](=[O:32])[CH2:25][CH2:26][CH2:27][CH2:28][C:29]([OH:31])=[O:30])[CH2:12][CH2:11]2)[CH:16]2[CH2:17][CH2:18][CH2:19][CH2:20][CH2:21]2)=[N:4][CH:3]=1, predict the reactants needed to synthesize it. The reactants are: [Cl:1][C:2]1[S:6][C:5]([NH:7][C:8](=[O:23])[N:9]([C@H:16]2[CH2:21][CH2:20][C@H:19](C)[CH2:18][CH2:17]2)[CH:10]2[CH2:15][CH2:14][NH:13][CH2:12][CH2:11]2)=[N:4][CH:3]=1.[C:24](O)(=[O:32])[CH2:25][CH2:26][CH2:27][CH2:28][C:29]([OH:31])=[O:30]. (3) Given the product [Cl:20][C:21]1[CH:29]=[CH:28][C:27]([Cl:30])=[CH:26][C:22]=1[C:23](/[N:12]=[C:6]1\[S:7][C:8]([CH3:11])=[C:9]([CH3:10])[N:5]\1[CH2:4][CH2:3][O:2][CH3:1])=[O:24], predict the reactants needed to synthesize it. The reactants are: [CH3:1][O:2][CH2:3][CH2:4][N:5]1[C:9]([CH3:10])=[C:8]([CH3:11])[S:7][C:6]1=[NH:12].CCN(CC)CC.[Cl:20][C:21]1[CH:29]=[CH:28][C:27]([Cl:30])=[CH:26][C:22]=1[C:23](Cl)=[O:24]. (4) Given the product [O:1]=[C:2]1[NH:6][CH:5]2[CH:7]([CH2:10][CH2:11][CH2:12][CH2:13][C:14]([NH:16][CH2:17][CH2:18][CH2:19][CH2:20][CH2:21][O:22][C:23](=[O:46])[CH2:24][C:25]([C:28]3[C:33](=[O:34])[C:32]([CH3:35])=[C:31]([CH2:36][CH2:37][C:38]([OH:40])=[O:39])[C:30](=[O:44])[C:29]=3[CH3:45])([CH3:27])[CH3:26])=[O:15])[S:8][CH2:9][CH:4]2[NH:3]1, predict the reactants needed to synthesize it. The reactants are: [O:1]=[C:2]1[NH:6][CH:5]2[CH:7]([CH2:10][CH2:11][CH2:12][CH2:13][C:14]([NH:16][CH2:17][CH2:18][CH2:19][CH2:20][CH2:21][O:22][C:23](=[O:46])[CH2:24][C:25]([C:28]3[C:33](=[O:34])[C:32]([CH3:35])=[C:31]([CH2:36][CH2:37][C:38]([O:40]CC=C)=[O:39])[C:30](=[O:44])[C:29]=3[CH3:45])([CH3:27])[CH3:26])=[O:15])[S:8][CH2:9][CH:4]2[NH:3]1.N1CCOCC1.